Dataset: Peptide-MHC class II binding affinity with 134,281 pairs from IEDB. Task: Regression. Given a peptide amino acid sequence and an MHC pseudo amino acid sequence, predict their binding affinity value. This is MHC class II binding data. (1) The peptide sequence is FSSAGGFFTSVGKGI. The MHC is HLA-DQA10201-DQB10402 with pseudo-sequence HLA-DQA10201-DQB10402. The binding affinity (normalized) is 0.502. (2) The peptide sequence is GELQIVDKIDAAFKC. The MHC is DRB1_0401 with pseudo-sequence DRB1_0401. The binding affinity (normalized) is 0.431. (3) The peptide sequence is CPLDHVNTLHFLTRG. The MHC is H-2-IAb with pseudo-sequence H-2-IAb. The binding affinity (normalized) is 0. (4) The peptide sequence is STQLIMPVPGILLTG. The MHC is DRB1_0401 with pseudo-sequence DRB1_0401. The binding affinity (normalized) is 0.355. (5) The MHC is DRB1_0802 with pseudo-sequence DRB1_0802. The peptide sequence is GELQIVDKIDAEFKI. The binding affinity (normalized) is 0.322.